The task is: Predict which catalyst facilitates the given reaction.. This data is from Catalyst prediction with 721,799 reactions and 888 catalyst types from USPTO. (1) Reactant: [C:1]([C:3]1[CH:8]=[CH:7][C:6]([NH:9][C@@H:10]2[CH2:15][CH2:14][CH2:13][CH2:12][C@@H:11]2[NH:16]C(=O)OC(C)(C)C)=[CH:5][C:4]=1[NH:24][C:25]1[CH:26]=[N:27][N:28]([CH3:30])[CH:29]=1)#[N:2].C([O-])([O-])=[O:32].[K+].[K+].OO.O. Product: [NH2:16][C@H:11]1[CH2:12][CH2:13][CH2:14][CH2:15][C@H:10]1[NH:9][C:6]1[CH:7]=[CH:8][C:3]([C:1]([NH2:2])=[O:32])=[C:4]([NH:24][C:25]2[CH:26]=[N:27][N:28]([CH3:30])[CH:29]=2)[CH:5]=1. The catalyst class is: 197. (2) Reactant: FC(F)(F)C(O)=O.[Br:8][C:9]1[N:14]=[CH:13][C:12]([C:15]2[CH:16]=[N:17][C:18]([N:33](C(OC(C)(C)C)=O)C(OC(C)(C)C)=O)=[C:19]([O:21][CH:22]([C:24]3[C:29]([Cl:30])=[CH:28][CH:27]=[C:26]([F:31])[C:25]=3[Cl:32])[CH3:23])[CH:20]=2)=[CH:11][CH:10]=1.O.C(=O)(O)[O-].[Na+]. Product: [Br:8][C:9]1[N:14]=[CH:13][C:12]([C:15]2[CH:16]=[N:17][C:18]([NH2:33])=[C:19]([O:21][CH:22]([C:24]3[C:29]([Cl:30])=[CH:28][CH:27]=[C:26]([F:31])[C:25]=3[Cl:32])[CH3:23])[CH:20]=2)=[CH:11][CH:10]=1. The catalyst class is: 4. (3) Reactant: C(Cl)CCl.[NH2:5][C:6]1[N:11]=[CH:10][C:9](/[CH:12]=[CH:13]/[C:14]([OH:16])=O)=[CH:8][CH:7]=1.[CH3:17][NH:18][CH2:19][C:20]1[NH:21][C:22]2[C:27]([C:28]=1[C:29]#[N:30])=[CH:26][CH:25]=[CH:24][CH:23]=2.C1C=CC2N(O)N=NC=2C=1.CCN(C(C)C)C(C)C. Product: [NH2:5][C:6]1[N:11]=[CH:10][C:9]([CH:12]=[CH:13][C:14]([N:18]([CH2:19][C:20]2[NH:21][C:22]3[C:27]([C:28]=2[C:29]#[N:30])=[CH:26][CH:25]=[CH:24][CH:23]=3)[CH3:17])=[O:16])=[CH:8][CH:7]=1. The catalyst class is: 18. (4) Reactant: [CH2:1]([NH:8][CH2:9][C:10]([O:12][CH2:13][CH3:14])=[O:11])[C:2]1[CH:7]=[CH:6][CH:5]=[CH:4][CH:3]=1.[C:15]([O:19][CH2:20][CH3:21])(=[O:18])[CH:16]=[CH2:17]. Product: [CH2:20]([O:19][C:15](=[O:18])[CH2:16][CH2:17][N:8]([CH2:1][C:2]1[CH:7]=[CH:6][CH:5]=[CH:4][CH:3]=1)[CH2:9][C:10]([O:12][CH2:13][CH3:14])=[O:11])[CH3:21]. The catalyst class is: 2. (5) Reactant: [O:1]1[CH2:3][C@@H:2]1[CH2:4][O:5][C:6]1[CH:7]=[CH:8][C:9]2[S:13][C:12]([CH3:14])=[N:11][C:10]=2[CH:15]=1.[NH:16]1[CH2:21][CH2:20][C:19](=[O:22])[CH2:18][CH2:17]1.[Cl-].C(N(C(C)C)CC)(C)C. Product: [OH:1][C@@H:2]([CH2:4][O:5][C:6]1[CH:7]=[CH:8][C:9]2[S:13][C:12]([CH3:14])=[N:11][C:10]=2[CH:15]=1)[CH2:3][N:16]1[CH2:21][CH2:20][C:19](=[O:22])[CH2:18][CH2:17]1. The catalyst class is: 8. (6) Reactant: [H-].[Na+].[NH:3]1[CH:7]=[N:6][CH:5]=[N:4]1.[Br:8][C:9]1[CH:10]=[N:11][CH:12]=[C:13]([N:15]2[CH2:19][CH2:18][CH2:17][C@H:16]2[CH2:20]Cl)[CH:14]=1.C([O-])(O)=O.[Na+]. Product: [Br:8][C:9]1[CH:10]=[N:11][CH:12]=[C:13]([N:15]2[CH2:19][CH2:18][CH2:17][C@H:16]2[CH2:20][N:3]2[CH:7]=[N:6][CH:5]=[N:4]2)[CH:14]=1. The catalyst class is: 85. (7) Reactant: [Cl-].[CH:2]1([NH:5][C:6](=[O:12])[CH2:7][CH2:8][CH2:9][NH2+:10][CH3:11])[CH2:4][CH2:3]1.[CH3:13][N:14]1[C:26]2[CH2:25][CH2:24][CH:23]([CH:27]3[CH2:32][CH2:31][O:30][CH2:29][CH2:28]3)[CH2:22][C:21]=2[C:20]2[C:15]1=[CH:16][CH:17]=[C:18]([C:33]([OH:35])=O)[CH:19]=2.CCN(C(C)C)C(C)C.CN(C(ON1N=NC2C=CC=NC1=2)=[N+](C)C)C.F[P-](F)(F)(F)(F)F. Product: [CH:2]1([NH:5][C:6](=[O:12])[CH2:7][CH2:8][CH2:9][N:10]([CH3:11])[C:33]([C:18]2[CH:19]=[C:20]3[C:15](=[CH:16][CH:17]=2)[N:14]([CH3:13])[C:26]2[CH2:25][CH2:24][CH:23]([CH:27]4[CH2:32][CH2:31][O:30][CH2:29][CH2:28]4)[CH2:22][C:21]3=2)=[O:35])[CH2:3][CH2:4]1. The catalyst class is: 3. (8) Reactant: Cl.[CH2:2]([O:4][C:5](=[O:9])[CH2:6][NH:7][CH3:8])[CH3:3].C(N(CC)CC)C.[S:17](Cl)([C:20]1[CH:26]=[CH:25][C:23]([CH3:24])=[CH:22][CH:21]=1)(=[O:19])=[O:18]. Product: [CH3:8][N:7]([S:17]([C:20]1[CH:26]=[CH:25][C:23]([CH3:24])=[CH:22][CH:21]=1)(=[O:19])=[O:18])[CH2:6][C:5]([O:4][CH2:2][CH3:3])=[O:9]. The catalyst class is: 2. (9) Reactant: [NH2:1][CH:2]([PH:6](=[O:8])[OH:7])[CH:3]([CH3:5])[CH3:4].[C:9]1([CH2:15][CH2:16][C:17](Cl)=[O:18])[CH:14]=[CH:13][CH:12]=[CH:11][CH:10]=1.Cl.[Cl-].[Na+]. Product: [CH3:4][CH:3]([CH3:5])[CH:2]([PH:6](=[O:7])[OH:8])[NH:1][C:17](=[O:18])[CH2:16][CH2:15][C:9]1[CH:14]=[CH:13][CH:12]=[CH:11][CH:10]=1. The catalyst class is: 74.